Task: Predict the reaction yield, written as a fraction of the theoretical maximum amount of product (1.0 means a 100% yield; for example, 0.34 means a 34% yield).. Dataset: Reaction yield outcomes from USPTO patents with 853,638 reactions (1) The reactants are [Cl:1][C:2]1[CH:10]=[CH:9][C:5]([C:6]([OH:8])=[O:7])=[C:4]([SH:11])[CH:3]=1.Cl.[CH3:13]O. No catalyst specified. The product is [Cl:1][C:2]1[CH:10]=[CH:9][C:5]([C:6]([O:8][CH3:13])=[O:7])=[C:4]([SH:11])[CH:3]=1. The yield is 0.810. (2) The reactants are [C:1](#[N:4])[CH:2]=[CH2:3].[CH2:5]([NH2:8])[CH2:6][NH2:7]. The catalyst is O. The product is [CH2:5]([N:8]([CH2:3][CH2:2][C:1]#[N:4])[CH2:3][CH2:2][C:1]#[N:4])[CH2:6][N:7]([CH2:3][CH2:2][C:1]#[N:4])[CH2:3][CH2:2][C:1]#[N:4]. The yield is 0.764. (3) The reactants are [F:1][C:2]1[C:7]([O:8][CH3:9])=[CH:6][C:5]([O:10][CH3:11])=[C:4]([F:12])[C:3]=1[N:13]1[C:22](=[O:23])[C:21]2([CH2:25][CH2:24]2)[C:20]2[C:15](=[CH:16][N:17]=[C:18]([C:26]3[N:30]([CH2:31][O:32][CH2:33][CH2:34][Si:35]([CH3:38])([CH3:37])[CH3:36])[N:29]=[CH:28][C:27]=3[N+:39]([O-])=O)[CH:19]=2)[CH2:14]1.C(O)(=O)C. The catalyst is CCOC(C)=O.C([O-])([O-])=O.[Na+].[Na+].[Fe]. The product is [NH2:39][C:27]1[CH:28]=[N:29][N:30]([CH2:31][O:32][CH2:33][CH2:34][Si:35]([CH3:37])([CH3:36])[CH3:38])[C:26]=1[C:18]1[CH:19]=[C:20]2[C:15](=[CH:16][N:17]=1)[CH2:14][N:13]([C:3]1[C:4]([F:12])=[C:5]([O:10][CH3:11])[CH:6]=[C:7]([O:8][CH3:9])[C:2]=1[F:1])[C:22](=[O:23])[C:21]12[CH2:25][CH2:24]1. The yield is 0.860. (4) The reactants are [NH2:1][C:2]1[CH:7]=[CH:6][C:5]([C:8]2[N:13]=[C:12]([N:14]3[CH:19]([CH3:20])[CH2:18][O:17][CH2:16][CH:15]3[CH3:21])[N:11]=[C:10]([C:22]3[CH:27]=[CH:26][C:25]([NH:28][C:29]([NH:31][CH3:32])=[O:30])=[CH:24][CH:23]=3)[N:9]=2)=[CH:4][CH:3]=1.[N:33]1[CH:38]=[CH:37][C:36]([NH:39][C:40](=O)[O:41]C2C=CC=CC=2)=[CH:35][CH:34]=1. No catalyst specified. The product is [CH3:21][CH:15]1[CH2:16][O:17][CH2:18][CH:19]([CH3:20])[N:14]1[C:12]1[N:11]=[C:10]([C:22]2[CH:27]=[CH:26][C:25]([NH:28][C:29](=[O:30])[NH:31][CH3:32])=[CH:24][CH:23]=2)[N:9]=[C:8]([C:5]2[CH:4]=[CH:3][C:2]([NH:1][C:40]([NH:39][C:36]3[CH:37]=[CH:38][N:33]=[CH:34][CH:35]=3)=[O:41])=[CH:7][CH:6]=2)[N:13]=1. The yield is 0.00800. (5) The product is [C:15]([C:12]1[CH:13]=[C:14]2[C:9]([C:8]([C:18]3[CH:23]=[CH:22][C:21]([C:24]([O:26][CH3:27])=[O:25])=[CH:20][C:19]=3[F:28])=[N:7][N:6]2[C:4](=[O:5])[C:3]2[C:29]([C:33]([F:35])([F:34])[F:36])=[CH:30][CH:31]=[CH:32][C:2]=2[Cl:37])=[CH:10][CH:11]=1)(=[O:16])[NH2:38]. The catalyst is C(Cl)Cl. The reactants are Cl[C:2]1[CH:32]=[CH:31][CH:30]=[C:29]([C:33]([F:36])([F:35])[F:34])[C:3]=1[C:4]([N:6]1[C:14]2[C:9](=[CH:10][CH:11]=[C:12]([C:15](O)=[O:16])[CH:13]=2)[C:8]([C:18]2[CH:23]=[CH:22][C:21]([C:24]([O:26][CH3:27])=[O:25])=[CH:20][C:19]=2[F:28])=[N:7]1)=[O:5].[Cl-:37].[NH4+:38].CN(C(ON1N=NC2C=CC=NC1=2)=[N+](C)C)C.F[P-](F)(F)(F)(F)F.CCN(CC)CC. The yield is 0.680. (6) The reactants are C([O:8][C:9]1[CH:16]=[C:15]([N:17]2[CH:21]=[CH:20][CH:19]=[N:18]2)[CH:14]=[CH:13][C:10]=1[C:11]#[N:12])C1C=CC=CC=1.C([O-])=O.[NH4+]. The catalyst is C1COCC1.[Pd]. The product is [OH:8][C:9]1[CH:16]=[C:15]([N:17]2[CH:21]=[CH:20][CH:19]=[N:18]2)[CH:14]=[CH:13][C:10]=1[C:11]#[N:12]. The yield is 0.571.